From a dataset of Forward reaction prediction with 1.9M reactions from USPTO patents (1976-2016). Predict the product of the given reaction. Given the reactants [C:1]([O:5][C:6](=[O:23])[C:7]([O:10][C:11]1[CH:16]=[C:15]([OH:17])[C:14]([C:18](=[O:21])[NH:19][CH3:20])=[CH:13][C:12]=1[Cl:22])([CH3:9])[CH3:8])([CH3:4])([CH3:3])[CH3:2].C(=O)([O-])[O-].[Cs+].[Cs+].[O:30]1[CH2:32][C@H:31]1[CH2:33]OS(C1C=CC=C([N+]([O-])=O)C=1)(=O)=O.C(#N)CCC, predict the reaction product. The product is: [C:1]([O:5][C:6](=[O:23])[C:7]([O:10][C:11]1[CH:16]=[C:15]([O:17][CH2:33][C@@H:31]2[CH2:32][O:30]2)[C:14]([C:18](=[O:21])[NH:19][CH3:20])=[CH:13][C:12]=1[Cl:22])([CH3:9])[CH3:8])([CH3:2])([CH3:3])[CH3:4].